From a dataset of Reaction yield outcomes from USPTO patents with 853,638 reactions. Predict the reaction yield, written as a fraction of the theoretical maximum amount of product (1.0 means a 100% yield; for example, 0.34 means a 34% yield). (1) The reactants are [BH4-].[Na+].[C:3]12([CH2:13][CH2:14][N:15]([CH2:25][CH2:26][CH2:27][CH2:28][CH3:29])[C:16](=[O:24])[CH2:17][O:18][CH2:19][C:20](OC)=[O:21])[CH2:12][CH:7]3[CH2:8][CH:9]([CH2:11][CH:5]([CH2:6]3)[CH2:4]1)[CH2:10]2.O.C(OCC)(=O)C. The yield is 0.220. The catalyst is CO. The product is [C:3]12([CH2:13][CH2:14][N:15]([CH2:25][CH2:26][CH2:27][CH2:28][CH3:29])[C:16](=[O:24])[CH2:17][O:18][CH2:19][CH2:20][OH:21])[CH2:10][CH:9]3[CH2:8][CH:7]([CH2:6][CH:5]([CH2:11]3)[CH2:4]1)[CH2:12]2. (2) The reactants are FC(F)(F)S(O[C:7]1[C:8]([CH3:36])([CH3:35])[C@H:9]2[C@:22]([CH3:25])([CH2:23][CH:24]=1)[C@@H:21]1[C@:12]([CH3:34])([C@@:13]3([CH3:33])[C@H:18]([CH2:19][CH2:20]1)[C@H:17]1[C@H:26]([C:29]([CH3:31])=[CH2:30])[CH2:27][CH2:28][C@:16]1([NH2:32])[CH2:15][CH2:14]3)[CH2:11][CH2:10]2)(=O)=O.P(=O)(O)(O)O.[K].CC1(C)C(C)(C)OB([C:53]2[CH2:58][CH2:57][C@@H:56]([C:59]([O:61][CH2:62][C:63]3[CH:68]=[CH:67][CH:66]=[CH:65][CH:64]=3)=[O:60])[CH2:55][CH:54]=2)O1.C1(P(C2CCCCC2)C2C=CC=CC=2C2C(OC)=CC=CC=2OC)CCCCC1. The catalyst is O1CCOCC1.O.C([O-])(=O)C.[Pd+2].C([O-])(=O)C. The product is [NH2:32][C@:16]12[CH2:28][CH2:27][C@@H:26]([C:29]([CH3:31])=[CH2:30])[C@@H:17]1[C@@H:18]1[C@@:13]([CH3:33])([CH2:14][CH2:15]2)[C@@:12]2([CH3:34])[C@@H:21]([C@:22]3([CH3:25])[C@@H:9]([CH2:10][CH2:11]2)[C:8]([CH3:35])([CH3:36])[C:7]([C:53]2[CH2:58][CH2:57][C@@H:56]([C:59]([O:61][CH2:62][C:63]4[CH:64]=[CH:65][CH:66]=[CH:67][CH:68]=4)=[O:60])[CH2:55][CH:54]=2)=[CH:24][CH2:23]3)[CH2:20][CH2:19]1. The yield is 0.671. (3) The reactants are Br[C:2]1[N:6]([CH2:7][CH:8]2[CH2:13][CH2:12][CH2:11][CH2:10][CH2:9]2)[C:5]([CH3:14])=[C:4]([S:15]([NH:18][CH:19]2[CH2:21][CH2:20]2)(=[O:17])=[O:16])[CH:3]=1.[C:22]([C:26]1[CH:27]=[C:28](B(O)O)[CH:29]=[C:30]([C:32]([CH3:35])([CH3:34])[CH3:33])[CH:31]=1)([CH3:25])([CH3:24])[CH3:23].C([O-])([O-])=O.[K+].[K+]. The catalyst is CN(C=O)C.C1C=CC(P(C2C=CC=CC=2)[C-]2C=CC=C2)=CC=1.C1C=CC(P(C2C=CC=CC=2)[C-]2C=CC=C2)=CC=1.Cl[Pd]Cl.[Fe+2]. The product is [CH:8]1([CH2:7][N:6]2[C:2]([C:28]3[CH:27]=[C:26]([C:22]([CH3:24])([CH3:23])[CH3:25])[CH:31]=[C:30]([C:32]([CH3:35])([CH3:34])[CH3:33])[CH:29]=3)=[CH:3][C:4]([S:15]([NH:18][CH:19]3[CH2:21][CH2:20]3)(=[O:17])=[O:16])=[C:5]2[CH3:14])[CH2:13][CH2:12][CH2:11][CH2:10][CH2:9]1. The yield is 0.100. (4) The reactants are [CH2:1]([O:8][C@H:9]([CH2:11][CH2:12][CH2:13][CH2:14][CH2:15]CC=C)[CH3:10])[C:2]1[CH:7]=[CH:6][CH:5]=[CH:4][CH:3]=1.O.[C:20]([OH:24])([CH3:23])([CH3:22])C.S(OS([O-])=O)([O-])=[O:26].[Na+].[Na+]. The catalyst is CCCCCC.C(OCC)(=O)C. The product is [CH2:1]([O:8][C@@H:9]([CH3:10])[CH2:11][CH2:12][CH2:13][CH2:14][CH2:15][CH2:22][C@@H:20]([OH:24])[CH2:23][OH:26])[C:2]1[CH:7]=[CH:6][CH:5]=[CH:4][CH:3]=1. The yield is 0.620. (5) The reactants are [Cl:1][C:2]1[C:11]2[C:6](=[CH:7][CH:8]=[CH:9][C:10]=2[O:12][CH:13]2[CH2:18][CH2:17][N:16]([CH3:19])[CH2:15][CH2:14]2)[N:5]=[CH:4][N:3]=1.[CH3:20][C:21]1[CH:22]=[C:23]([CH:25]=[CH:26][C:27]=1[N:28]([CH3:35])[C:29]1[CH:34]=[CH:33][CH:32]=[CH:31][N:30]=1)[NH2:24]. No catalyst specified. The product is [ClH:1].[CH3:20][C:21]1[CH:22]=[C:23]([CH:25]=[CH:26][C:27]=1[N:28]([CH3:35])[C:29]1[CH:34]=[CH:33][CH:32]=[CH:31][N:30]=1)[NH:24][C:4]1[N:3]=[CH:2][C:11]2[C:6](=[CH:7][CH:8]=[CH:9][C:10]=2[O:12][CH:13]2[CH2:18][CH2:17][N:16]([CH3:19])[CH2:15][CH2:14]2)[N:5]=1. The yield is 0.730. (6) The product is [CH3:27][O:26][C:21]1[C:22]([O:24][CH3:25])=[CH:23][C:18]([CH2:17][CH2:16][N:13]2[CH2:14][CH2:15][N:10]([C:3]3[C:4]4[CH:9]=[CH:8][CH:7]=[CH:6][C:5]=4[S:1][N:2]=3)[CH2:11][CH2:12]2)=[C:19]([N+:28]([O-:30])=[O:29])[CH:20]=1. The reactants are [S:1]1[C:5]2[CH:6]=[CH:7][CH:8]=[CH:9][C:4]=2[C:3]([N:10]2[CH2:15][CH2:14][N:13]([C:16](=O)[CH2:17][C:18]3[CH:23]=[C:22]([O:24][CH3:25])[C:21]([O:26][CH3:27])=[CH:20][C:19]=3[N+:28]([O-:30])=[O:29])[CH2:12][CH2:11]2)=[N:2]1.C(=O)(O)[O-].[Na+]. No catalyst specified. The yield is 0.740. (7) The reactants are [CH2:1]([O:3][C:4]1[CH:5]=[C:6]([CH:15]=[CH:16][C:17]=1[O:18][CH3:19])[CH2:7][N:8]1[CH2:13][CH2:12][C:11](=O)[CH2:10][CH2:9]1)[CH3:2].[CH2:20]([C:22]1[CH:27]=[CH:26][C:25]([NH2:28])=[CH:24][CH:23]=1)[CH3:21].C(O)(=O)C.C([BH3-])#N.[Na+]. The catalyst is C(O)C. The product is [CH2:1]([O:3][C:4]1[CH:5]=[C:6]([CH:15]=[CH:16][C:17]=1[O:18][CH3:19])[CH2:7][N:8]1[CH2:13][CH2:12][CH:11]([NH:28][C:25]2[CH:26]=[CH:27][C:22]([CH2:20][CH3:21])=[CH:23][CH:24]=2)[CH2:10][CH2:9]1)[CH3:2]. The yield is 0.160.